This data is from TCR-epitope binding with 47,182 pairs between 192 epitopes and 23,139 TCRs. The task is: Binary Classification. Given a T-cell receptor sequence (or CDR3 region) and an epitope sequence, predict whether binding occurs between them. (1) The TCR CDR3 sequence is CASSQSQGTYYEQYF. The epitope is NEGVKAAW. Result: 0 (the TCR does not bind to the epitope). (2) The epitope is LEPLVDLPI. The TCR CDR3 sequence is CASSLTLGNTEAFF. Result: 1 (the TCR binds to the epitope). (3) The epitope is WICLLQFAY. The TCR CDR3 sequence is CASSESLRQGASYSNQPQHF. Result: 1 (the TCR binds to the epitope). (4) The epitope is VTIAEILLI. The TCR CDR3 sequence is CASSSTWGEGALANYGYTF. Result: 1 (the TCR binds to the epitope). (5) The TCR CDR3 sequence is CASSPLDREDEQFF. Result: 0 (the TCR does not bind to the epitope). The epitope is TPRVTGGGAM. (6) The TCR CDR3 sequence is CASSPTFTEAFF. Result: 0 (the TCR does not bind to the epitope). The epitope is KLSALGINAV. (7) The epitope is LLDFVRFMGV. The TCR CDR3 sequence is CASSPPSGSYEQYF. Result: 0 (the TCR does not bind to the epitope).